Task: Predict the reaction yield, written as a fraction of the theoretical maximum amount of product (1.0 means a 100% yield; for example, 0.34 means a 34% yield).. Dataset: Reaction yield outcomes from USPTO patents with 853,638 reactions (1) The reactants are [CH3:1][O:2][C:3](=[O:41])[C:4]1[CH:9]=[CH:8][C:7]([O:10][CH2:11][CH2:12][C:13]2[C:21]3[C:16](=[CH:17][CH:18]=[C:19]([Cl:22])[CH:20]=3)[N:15]([CH:23]([C:30]3[CH:35]=[CH:34][CH:33]=[CH:32][CH:31]=3)[C:24]3[CH:29]=[CH:28][CH:27]=[CH:26][CH:25]=3)[C:14]=2[CH:36]=[CH:37][C:38]([OH:40])=[O:39])=[CH:6][CH:5]=1. The catalyst is CO.[Pt]. The product is [CH3:1][O:2][C:3](=[O:41])[C:4]1[CH:5]=[CH:6][C:7]([O:10][CH2:11][CH2:12][C:13]2[C:21]3[C:16](=[CH:17][CH:18]=[C:19]([Cl:22])[CH:20]=3)[N:15]([CH:23]([C:30]3[CH:31]=[CH:32][CH:33]=[CH:34][CH:35]=3)[C:24]3[CH:29]=[CH:28][CH:27]=[CH:26][CH:25]=3)[C:14]=2[CH2:36][CH2:37][C:38]([OH:40])=[O:39])=[CH:8][CH:9]=1. The yield is 0.790. (2) The reactants are [C:1]([O:5][C:6](=[O:48])[C:7]1[CH:12]=[CH:11][C:10]([CH2:13][CH2:14][S:15]([N:18]2[CH2:46][CH2:45][C:21]3([N:25]=[C:24]([C:26]4[CH:31]=[C:30]([C:32]([F:35])([F:34])[F:33])[CH:29]=[C:28]([O:36]CC5C=CC=CC=5)[CH:27]=4)[NH:23][C:22]3=[O:44])[CH2:20][CH2:19]2)(=[O:17])=[O:16])=[C:9]([CH3:47])[CH:8]=1)([CH3:4])([CH3:3])[CH3:2].[H][H].ClCCl.CO. The catalyst is C(OCC)(=O)C.C1COCC1.[Pd]. The product is [C:1]([O:5][C:6](=[O:48])[C:7]1[CH:12]=[CH:11][C:10]([CH2:13][CH2:14][S:15]([N:18]2[CH2:19][CH2:20][C:21]3([N:25]=[C:24]([C:26]4[CH:31]=[C:30]([C:32]([F:33])([F:35])[F:34])[CH:29]=[C:28]([OH:36])[CH:27]=4)[NH:23][C:22]3=[O:44])[CH2:45][CH2:46]2)(=[O:16])=[O:17])=[C:9]([CH3:47])[CH:8]=1)([CH3:4])([CH3:3])[CH3:2]. The yield is 0.938. (3) The reactants are [CH2:1]([O:3][C:4](=[O:16])[C:5]1[CH:10]=[CH:9][C:8]([NH:11][C:12](=[O:15])[CH:13]=[CH2:14])=[CH:7][CH:6]=1)[CH3:2].[CH3:17][O:18][C:19]1[N:27]=[CH:26][N:25]=[C:24]2[C:20]=1[NH:21][CH:22]=[N:23]2.C(=O)([O-])[O-].[K+].[K+].O. The catalyst is CN(C)C=O. The product is [CH2:1]([O:3][C:4](=[O:16])[C:5]1[CH:10]=[CH:9][C:8]([NH:11][C:12](=[O:15])[CH2:13][CH2:14][N:23]2[CH:22]=[N:21][C:20]3[C:24]2=[N:25][CH:26]=[N:27][C:19]=3[O:18][CH3:17])=[CH:7][CH:6]=1)[CH3:2]. The yield is 0.550. (4) The product is [C:1]([C:5]1[O:9][N:8]=[C:7]([NH:10][C:11]([NH:13][C:14]2[CH:19]=[CH:18][CH:17]=[C:16]([S:20][C:21]3[C:30]4[C:25](=[CH:26][CH:27]=[C:28]([O:31][CH2:32][CH2:33][CH2:34][N:38]5[CH2:43][CH2:42][S:41](=[O:45])(=[O:44])[CH2:40][CH2:39]5)[CH:29]=4)[N:24]=[CH:23][N:22]=3)[CH:15]=2)=[O:12])[CH:6]=1)([CH3:3])([CH3:2])[CH3:4]. The yield is 0.430. The catalyst is [I-].C([N+](CCCC)(CCCC)CCCC)CCC.CN(C=O)C. The reactants are [C:1]([C:5]1[O:9][N:8]=[C:7]([NH:10][C:11]([NH:13][C:14]2[CH:19]=[CH:18][CH:17]=[C:16]([S:20][C:21]3[C:30]4[C:25](=[CH:26][C:27](OC)=[C:28]([O:31][CH2:32][CH2:33][CH2:34]Cl)[CH:29]=4)[N:24]=[CH:23][N:22]=3)[CH:15]=2)=[O:12])[CH:6]=1)([CH3:4])([CH3:3])[CH3:2].[NH:38]1[CH2:43][CH2:42][S:41](=[O:45])(=[O:44])[CH2:40][CH2:39]1.CCN(C(C)C)C(C)C. (5) The reactants are F[C:2]1[C:12]([F:13])=[CH:11][C:10]([C:14]2[CH:15]=[C:16]3[C:22]([C:23]4[CH:28]=[CH:27][CH:26]=[CH:25][C:24]=4[O:29][CH3:30])=[CH:21][N:20](S(C4C=CC(C)=CC=4)(=O)=O)[C:17]3=[N:18][CH:19]=2)=[CH:9][C:3]=1[C:4]([N:6]([CH3:8])[CH3:7])=[O:5].[CH3:41][N:42]1[CH2:47][CH2:46][CH:45]([NH2:48])[CH2:44][CH2:43]1.[OH-].[K+].C(O)(=O)C. The catalyst is CO.CC(C)=O. The product is [F:13][C:12]1[C:2]([NH:48][CH:45]2[CH2:46][CH2:47][N:42]([CH3:41])[CH2:43][CH2:44]2)=[C:3]([CH:9]=[C:10]([C:14]2[CH:15]=[C:16]3[C:22]([C:23]4[CH:28]=[CH:27][CH:26]=[CH:25][C:24]=4[O:29][CH3:30])=[CH:21][NH:20][C:17]3=[N:18][CH:19]=2)[CH:11]=1)[C:4]([N:6]([CH3:7])[CH3:8])=[O:5]. The yield is 0.0400. (6) The reactants are [CH:1]([N:4]1[CH:8]=[CH:7][C:6]([CH2:9][OH:10])=[N:5]1)([CH3:3])[CH3:2].CC(OI1(OC(C)=O)(OC(C)=O)OC(=O)C2C=CC=CC1=2)=O. The catalyst is C(Cl)Cl. The product is [CH:1]([N:4]1[CH:8]=[CH:7][C:6]([CH:9]=[O:10])=[N:5]1)([CH3:3])[CH3:2]. The yield is 0.610.